From a dataset of Reaction yield outcomes from USPTO patents with 853,638 reactions. Predict the reaction yield, written as a fraction of the theoretical maximum amount of product (1.0 means a 100% yield; for example, 0.34 means a 34% yield). (1) The catalyst is [Ni]. The yield is 0.700. The reactants are [NH:1]1[C:9]2[C:4](=[CH:5][CH:6]=[CH:7][CH:8]=2)[CH2:3][C:2]1=[O:10].[CH2:11](O)[CH2:12][OH:13]. The product is [OH:13][CH2:12][CH2:11][CH:3]1[C:4]2[C:9](=[CH:8][CH:7]=[CH:6][CH:5]=2)[NH:1][C:2]1=[O:10]. (2) The product is [Cl:1][C:2]1[CH:11]=[CH:10][C:5]2[N:6]([CH:26]([CH3:32])[C:27]([OH:29])=[O:28])[C:7](=[N:9][C:17](=[O:18])[C:16]3[CH:20]=[CH:21][CH:22]=[C:14]([C:13]([F:24])([F:23])[F:12])[CH:15]=3)[S:8][C:4]=2[CH:3]=1. No catalyst specified. The reactants are [Cl:1][C:2]1[CH:11]=[CH:10][C:5]2[N:6]=[C:7]([NH2:9])[S:8][C:4]=2[CH:3]=1.[F:12][C:13]([F:24])([F:23])[C:14]1[CH:15]=[C:16]([CH:20]=[CH:21][CH:22]=1)[C:17](Cl)=[O:18].Br[CH:26]([CH3:32])[C:27]([O:29]CC)=[O:28].COC1C=CC2N=C(N)SC=2C=1.ClC1C=C(C=CC=1)C(Cl)=O.BrCC(OCC)=O. The yield is 0.180. (3) The yield is 0.630. The catalyst is CO. The product is [CH:1]1([CH2:6][C@H:7]([CH2:30][N:31]([CH:40]=[O:41])[OH:32])[C:8]([NH:10][NH:11][C:12]2[N:17]=[C:16]([O:18][CH3:19])[N:15]=[C:14]([NH:20][C@@H:21]([CH2:27][CH3:28])[C:22]([N:24]([CH3:26])[CH3:25])=[O:23])[C:13]=2[F:29])=[O:9])[CH2:5][CH2:4][CH2:3][CH2:2]1. The reactants are [CH:1]1([CH2:6][C@H:7]([CH2:30][N:31]([CH:40]=[O:41])[O:32]CC2C=CC=CC=2)[C:8]([NH:10][NH:11][C:12]2[N:17]=[C:16]([O:18][CH3:19])[N:15]=[C:14]([NH:20][C@@H:21]([CH2:27][CH3:28])[C:22]([N:24]([CH3:26])[CH3:25])=[O:23])[C:13]=2[F:29])=[O:9])[CH2:5][CH2:4][CH2:3][CH2:2]1. (4) The reactants are [CH:1]1([N:6]2[C:11]3[N:12]=[C:13]([S:17][CH3:18])[N:14]=[C:15]([CH3:16])[C:10]=3[CH:9]=[C:8]([C:19]3[CH:20]=[N:21][NH:22][CH:23]=3)[C:7]2=[O:24])[CH2:5][CH2:4][CH2:3][CH2:2]1.[CH3:25][C:26]1([CH3:29])[CH2:28][O:27]1.C(=O)([O-])[O-].[K+].[K+]. The catalyst is CS(C)=O. The product is [CH:1]1([N:6]2[C:11]3[N:12]=[C:13]([S:17][CH3:18])[N:14]=[C:15]([CH3:16])[C:10]=3[CH:9]=[C:8]([C:19]3[CH:20]=[N:21][N:22]([CH2:25][C:26]([OH:27])([CH3:29])[CH3:28])[CH:23]=3)[C:7]2=[O:24])[CH2:5][CH2:4][CH2:3][CH2:2]1. The yield is 0.120. (5) The reactants are Br[C:2]1[CH:3]=[C:4]([C:8]2[CH:20]=[CH:19][C:11]3[NH:12][C:13](=[O:18])[O:14][C:15]([CH3:17])([CH3:16])[C:10]=3[CH:9]=2)[CH:5]=[CH:6][CH:7]=1.C([Sn](CCCC)(CCCC)[C:26]1[S:27][CH:28]=[CH:29][N:30]=1)CCC. The catalyst is CN(C=O)C. The product is [CH3:16][C:15]1([CH3:17])[O:14][C:13](=[O:18])[NH:12][C:11]2[CH:19]=[CH:20][C:8]([C:4]3[CH:5]=[CH:6][CH:7]=[C:2]([C:26]4[S:27][CH:28]=[CH:29][N:30]=4)[CH:3]=3)=[CH:9][C:10]1=2. The yield is 0.230. (6) The reactants are Br[CH2:2][CH2:3][CH2:4][O:5][C:6]1[CH:15]=[C:14]2[C:9]([C:10]([O:16][C:17]3[CH:22]=[CH:21][C:20]([NH:23][C:24]([NH:26][C:27]4[CH:32]=[CH:31][C:30]([F:33])=[CH:29][C:28]=4[F:34])=[O:25])=[C:19]([Cl:35])[CH:18]=3)=[N:11][CH:12]=[N:13]2)=[CH:8][C:7]=1[O:36][CH3:37].C(=O)([O-])[O-].[K+].[K+].[CH3:44][NH:45][CH2:46][CH2:47][OH:48].O. The catalyst is CN(C)C=O. The product is [Cl:35][C:19]1[CH:18]=[C:17]([O:16][C:10]2[C:9]3[C:14](=[CH:15][C:6]([O:5][CH2:4][CH2:3][CH2:2][N:45]([CH2:46][CH2:47][OH:48])[CH3:44])=[C:7]([O:36][CH3:37])[CH:8]=3)[N:13]=[CH:12][N:11]=2)[CH:22]=[CH:21][C:20]=1[NH:23][C:24]([NH:26][C:27]1[CH:32]=[CH:31][C:30]([F:33])=[CH:29][C:28]=1[F:34])=[O:25]. The yield is 1.00. (7) The reactants are N[C:2]1[CH:7]=[C:6]([CH3:8])[C:5]([Br:9])=[C:4]([CH3:10])[N:3]=1.[PH2](O)=[O:12].N([O-])=O.[Na+].[OH-].[Na+]. The catalyst is O. The product is [Br:9][C:5]1[C:6]([CH3:8])=[CH:7][C:2](=[O:12])[NH:3][C:4]=1[CH3:10]. The yield is 0.970.